Dataset: Catalyst prediction with 721,799 reactions and 888 catalyst types from USPTO. Task: Predict which catalyst facilitates the given reaction. (1) Reactant: C[O:2][C:3](=[O:22])[C:4]1[CH:9]=[CH:8][CH:7]=[C:6]([O:10][CH2:11][CH2:12][CH2:13][NH:14][C:15]([O:17][C:18]([CH3:21])([CH3:20])[CH3:19])=[O:16])[CH:5]=1.[Li+].[OH-]. Product: [C:18]([O:17][C:15]([NH:14][CH2:13][CH2:12][CH2:11][O:10][C:6]1[CH:5]=[C:4]([CH:9]=[CH:8][CH:7]=1)[C:3]([OH:22])=[O:2])=[O:16])([CH3:21])([CH3:19])[CH3:20]. The catalyst class is: 24. (2) Reactant: [O:1]1[C:5]2[CH:6]=[CH:7][C:8]([CH2:10][C:11]([OH:13])=O)=[CH:9][C:4]=2[O:3][CH2:2]1.C(N(CC)CC)C.F[B-](F)(F)F.N1(OC(N(C)C)=[N+](C)C)C2C=CC=CC=2N=N1.[NH:43]1[CH2:48][CH2:47][CH2:46][CH:45]([OH:49])[CH2:44]1. Product: [O:1]1[C:5]2[CH:6]=[CH:7][C:8]([CH2:10][C:11]([N:43]3[CH2:48][CH2:47][CH2:46][CH:45]([OH:49])[CH2:44]3)=[O:13])=[CH:9][C:4]=2[O:3][CH2:2]1. The catalyst class is: 35. (3) Reactant: Br[C:2]1[CH:7]=[CH:6][CH:5]=[CH:4][C:3]=1[C:8]1[CH:13]=[CH:12][CH:11]=[CH:10][C:9]=1[Cl:14].[Li]CCCC.CCCCCC.CON(C)[C:29]([C@@H:31]1[CH2:36][CH2:35][CH2:34][N:33]([C:37]([O:39][C:40]([CH3:43])([CH3:42])[CH3:41])=[O:38])[CH2:32]1)=[O:30]. Product: [C:40]([O:39][C:37]([N:33]1[CH2:34][CH2:35][CH2:36][C@@H:31]([C:29](=[O:30])[C:2]2[CH:7]=[CH:6][CH:5]=[CH:4][C:3]=2[C:8]2[CH:13]=[CH:12][CH:11]=[CH:10][C:9]=2[Cl:14])[CH2:32]1)=[O:38])([CH3:43])([CH3:42])[CH3:41]. The catalyst class is: 1. (4) Reactant: Br[C:2]1[C:11]2[C:6](=[CH:7][CH:8]=[CH:9][CH:10]=2)[C:5](=[O:12])[O:4][C:3]=1[CH2:13][OH:14].[C:15]1(B(O)O)[CH:20]=[CH:19][CH:18]=[CH:17][CH:16]=1.C([O-])([O-])=O.[Cs+].[Cs+]. Product: [OH:14][CH2:13][C:3]1[O:4][C:5](=[O:12])[C:6]2[C:11]([C:2]=1[C:15]1[CH:20]=[CH:19][CH:18]=[CH:17][CH:16]=1)=[CH:10][CH:9]=[CH:8][CH:7]=2. The catalyst class is: 73. (5) Reactant: [F:1][C:2]([F:20])([F:19])[C:3]1[N:8]=[CH:7][C:6]([O:9][C:10]2[CH:15]=[CH:14][C:13]([CH2:16][CH2:17][OH:18])=[CH:12][CH:11]=2)=[CH:5][CH:4]=1.[N:21]#[C:22][NH2:23].OS(C(F)(F)F)(=O)=O. Product: [C:22](=[NH:21])([O:18][CH2:17][CH2:16][C:13]1[CH:14]=[CH:15][C:10]([O:9][C:6]2[CH:7]=[N:8][C:3]([C:2]([F:19])([F:1])[F:20])=[CH:4][CH:5]=2)=[CH:11][CH:12]=1)[NH2:23]. The catalyst class is: 1. (6) Reactant: [NH2:1][CH2:2][C:3]1[C:12](=[O:13])[C:11]2[C:6](=[CH:7][C:8]([Cl:14])=[CH:9][CH:10]=2)[N:5]([C:15]2[CH:20]=[CH:19][CH:18]=[CH:17][CH:16]=2)[CH:4]=1.C(N(CC)C(C)C)(C)C.Cl[C:31]1[S:32][C:33]2[CH:39]=[CH:38][CH:37]=[CH:36][C:34]=2[N:35]=1. Product: [S:32]1[C:33]2[CH:39]=[CH:38][CH:37]=[CH:36][C:34]=2[N:35]=[C:31]1[NH:1][CH2:2][C:3]1[C:12](=[O:13])[C:11]2[C:6](=[CH:7][C:8]([Cl:14])=[CH:9][CH:10]=2)[N:5]([C:15]2[CH:16]=[CH:17][CH:18]=[CH:19][CH:20]=2)[CH:4]=1. The catalyst class is: 37. (7) Reactant: O.[F-].C([N+](C)(C)C)C1C=CC=CC=1.[F:14][C:15]1[CH:16]=[C:17]2[C:21](=[CH:22][CH:23]=1)[N:20]([CH3:24])[C:19]([Si](CC)(CC)CC)=[C:18]2[CH2:32][O:33][CH2:34][CH:35]1[CH2:40][CH2:39][C:38]([C:44]2[CH:49]=[CH:48][CH:47]=[CH:46][CH:45]=2)([N:41]([CH3:43])[CH3:42])[CH2:37][CH2:36]1. Product: [F:14][C:15]1[CH:16]=[C:17]2[C:21](=[CH:22][CH:23]=1)[N:20]([CH3:24])[CH:19]=[C:18]2[CH2:32][O:33][CH2:34][CH:35]1[CH2:36][CH2:37][C:38]([C:44]2[CH:45]=[CH:46][CH:47]=[CH:48][CH:49]=2)([N:41]([CH3:43])[CH3:42])[CH2:39][CH2:40]1. The catalyst class is: 7. (8) The catalyst class is: 7. Product: [Cl:1][C:2]1[CH:13]=[C:12]([O:14][CH3:15])[CH:11]=[CH:10][C:3]=1[O:4][C:5]1[S:6][C:7]([CH:21]=[O:22])=[CH:8][N:9]=1. Reactant: [Cl:1][C:2]1[CH:13]=[C:12]([O:14][CH3:15])[CH:11]=[CH:10][C:3]=1[O:4][C:5]1[S:6][CH:7]=[CH:8][N:9]=1.C([Li])CCC.[CH:21](N1CCOCC1)=[O:22].